The task is: Predict the product of the given reaction.. This data is from Forward reaction prediction with 1.9M reactions from USPTO patents (1976-2016). (1) Given the reactants [CH3:1][C:2]1([CH3:14])[C:6]([CH3:8])([CH3:7])[O:5][B:4]([C:9]2[CH:10]=[N:11][NH:12][CH:13]=2)[O:3]1.C(=O)([O-])[O-].[Cs+].[Cs+].CS(O[CH:26]1[CH2:31][CH2:30][CH:29]([C:32]([O:34][C:35]([CH3:38])([CH3:37])[CH3:36])=[O:33])[CH2:28][CH2:27]1)(=O)=O.CN(C=O)C, predict the reaction product. The product is: [CH3:1][C:2]1([CH3:14])[C:6]([CH3:7])([CH3:8])[O:5][B:4]([C:9]2[CH:13]=[N:12][N:11]([CH:26]3[CH2:31][CH2:30][CH:29]([C:32]([O:34][C:35]([CH3:38])([CH3:37])[CH3:36])=[O:33])[CH2:28][CH2:27]3)[CH:10]=2)[O:3]1. (2) Given the reactants C(OC([N:8]1[CH2:12][CH2:11][C@@H:10]([O:13][Si:14]([C:17]([CH3:20])([CH3:19])[CH3:18])([CH3:16])[CH3:15])[C@:9]1([CH2:22][OH:23])[CH3:21])=O)(C)(C)C.[C:24]([OH:30])([C:26]([F:29])([F:28])[F:27])=[O:25].C(Cl)Cl, predict the reaction product. The product is: [F:27][C:26]([F:29])([F:28])[C:24]([OH:30])=[O:25].[Si:14]([O:13][C@@H:10]1[CH2:11][CH2:12][NH:8][C@@:9]1([CH2:22][OH:23])[CH3:21])([C:17]([CH3:20])([CH3:19])[CH3:18])([CH3:16])[CH3:15]. (3) Given the reactants [F:1][C:2]([F:11])([F:10])[C:3]1[CH:4]=[C:5]([SH:9])[CH:6]=[CH:7][CH:8]=1.[Br:12][C:13]1[CH:18]=[C:17]([C:19]([F:22])([F:21])[F:20])[CH:16]=[CH:15][C:14]=1[CH:23]1[CH2:28][CH:27](CS([O-])(=O)=O)[CH2:26][CH2:25][O:24]1.C([O-])([O-])=O.[K+].[K+], predict the reaction product. The product is: [Br:12][C:13]1[CH:18]=[C:17]([C:19]([F:20])([F:21])[F:22])[CH:16]=[CH:15][C:14]=1[CH:23]1[CH2:28][CH:27]([S:9][C:5]2[CH:6]=[CH:7][CH:8]=[C:3]([C:2]([F:1])([F:10])[F:11])[CH:4]=2)[CH2:26][CH2:25][O:24]1. (4) Given the reactants Br[C:2]1[CH:7]=[CH:6][C:5]([C:8]2[O:12][N:11]=[C:10]([CH3:13])[C:9]=2[CH:14]=[CH:15][CH2:16][CH:17]([C:19]2[CH:24]=[CH:23][CH:22]=[CH:21][CH:20]=2)[CH3:18])=[CH:4][CH:3]=1.[CH2:25]([O:27][C:28]([C:30]1([C:33]2[CH:38]=[CH:37][C:36](B3OC(C)(C)C(C)(C)O3)=[CH:35][CH:34]=2)[CH2:32][CH2:31]1)=[O:29])[CH3:26], predict the reaction product. The product is: [CH2:25]([O:27][C:28]([C:30]1([C:33]2[CH:38]=[CH:37][C:36]([C:2]3[CH:7]=[CH:6][C:5]([C:8]4[O:12][N:11]=[C:10]([CH3:13])[C:9]=4[CH:14]=[CH:15][CH2:16][CH:17]([C:19]4[CH:24]=[CH:23][CH:22]=[CH:21][CH:20]=4)[CH3:18])=[CH:4][CH:3]=3)=[CH:35][CH:34]=2)[CH2:31][CH2:32]1)=[O:29])[CH3:26]. (5) Given the reactants [C:1]1([As]([C:3]2[CH:4]=[CH:5]C=[CH:1][CH:2]=2)[C:3]2[CH:4]=[CH:5]C=[CH:1][CH:2]=2)C=[CH:5][CH:4]=[CH:3][CH:2]=1.C[Sn](C)(C)[C:22]1[CH:27]=[CH:26][C:25]([N:28]2[CH2:32][C@H:31]([C:33]([NH2:35])=[O:34])[O:30][C:29]2=[O:36])=[CH:24][C:23]=1[F:37].CN1CCCC1=[O:46], predict the reaction product. The product is: [O:46]1[CH2:5][CH:4]=[C:3]([C:22]2[CH:27]=[CH:26][C:25]([N:28]3[CH2:32][C@H:31]([C:33]([NH2:35])=[O:34])[O:30][C:29]3=[O:36])=[CH:24][C:23]=2[F:37])[CH2:2][CH2:1]1. (6) Given the reactants C([O:8][CH2:9][C:10]1[O:11][C:12]2[C:21]3[CH:20]([CH2:22][CH2:23][NH:24][C:25](=[O:27])[CH3:26])[CH2:19][CH2:18][C:17]=3[CH:16]=[CH:15][C:13]=2[N:14]=1)C1C=CC=CC=1, predict the reaction product. The product is: [OH:8][CH2:9][C:10]1[O:11][C:12]2[C:21]3[CH:20]([CH2:22][CH2:23][NH:24][C:25](=[O:27])[CH3:26])[CH2:19][CH2:18][C:17]=3[CH:16]=[CH:15][C:13]=2[N:14]=1. (7) Given the reactants [Cl:1][C:2]1[N:7]=[N:6][C:5]([NH2:8])=[CH:4][CH:3]=1.Br[CH:10]([C:19]1[CH:24]=[CH:23][CH:22]=[CH:21][CH:20]=1)[C:11]([C:13]1[CH:18]=[CH:17][CH:16]=[CH:15][CH:14]=1)=O, predict the reaction product. The product is: [Cl:1][C:2]1[CH:3]=[CH:4][C:5]2[N:6]([C:11]([C:13]3[CH:18]=[CH:17][CH:16]=[CH:15][CH:14]=3)=[C:10]([C:19]3[CH:24]=[CH:23][CH:22]=[CH:21][CH:20]=3)[N:8]=2)[N:7]=1. (8) The product is: [Cl:7][C:8]1[CH:9]=[CH:10][C:11]([CH2:12][N:13]2[CH:18]=[C:17]([N+:19]([O-:21])=[O:20])[C:16](=[O:22])[NH:15][CH:14]2[NH:23][C:24]2[CH:25]=[CH:26][C:27]([O:30][C:31]3[CH:36]=[CH:35][CH:34]=[C:33]([C:37](=[O:1])[NH2:38])[N:32]=3)=[CH:28][CH:29]=2)=[CH:39][CH:40]=1. Given the reactants [OH-:1].[Na+].CS(C)=O.[Cl:7][C:8]1[CH:40]=[CH:39][C:11]([CH2:12][N:13]2[CH:18]=[C:17]([N+:19]([O-:21])=[O:20])[C:16](=[O:22])[NH:15][CH:14]2[NH:23][C:24]2[CH:29]=[CH:28][C:27]([O:30][C:31]3[CH:36]=[CH:35][CH:34]=[C:33]([C:37]#[N:38])[N:32]=3)=[CH:26][CH:25]=2)=[CH:10][CH:9]=1.Cl, predict the reaction product. (9) The product is: [C:14]1([NH:13][C:5]2[C:4]([NH:2][N:3]=[CH:31][C:29]3[O:30][C:26]([C:20]4[CH:21]=[CH:22][CH:23]=[CH:24][CH:25]=4)=[CH:27][CH:28]=3)=[N:9][C:8]3=[N:10][O:11][N:12]=[C:7]3[N:6]=2)[CH:19]=[CH:18][CH:17]=[CH:16][CH:15]=1. Given the reactants Cl.[NH:2]([C:4]1[C:5]([NH:13][C:14]2[CH:19]=[CH:18][CH:17]=[CH:16][CH:15]=2)=[N:6][C:7]2[C:8](=[N:10][O:11][N:12]=2)[N:9]=1)[NH2:3].[C:20]1([C:26]2[O:30][C:29]([CH:31]=O)=[CH:28][CH:27]=2)[CH:25]=[CH:24][CH:23]=[CH:22][CH:21]=1, predict the reaction product.